This data is from Forward reaction prediction with 1.9M reactions from USPTO patents (1976-2016). The task is: Predict the product of the given reaction. (1) Given the reactants [Cl:1][C:2]1[CH:7]=[CH:6][C:5]([C:8]2[C:9]([CH3:15])([CH3:14])[CH2:10][NH:11][CH2:12][CH:13]=2)=[CH:4][CH:3]=1.[C:16](O[C:16]([O:18][C:19]([CH3:22])([CH3:21])[CH3:20])=[O:17])([O:18][C:19]([CH3:22])([CH3:21])[CH3:20])=[O:17], predict the reaction product. The product is: [Cl:1][C:2]1[CH:7]=[CH:6][C:5]([C:8]2[C:9]([CH3:15])([CH3:14])[CH2:10][N:11]([C:16]([O:18][C:19]([CH3:22])([CH3:21])[CH3:20])=[O:17])[CH2:12][CH:13]=2)=[CH:4][CH:3]=1. (2) Given the reactants [CH:1]1[C:6]([CH:7]([OH:10])[CH2:8][NH2:9])=[CH:5][CH:4]=[C:3]([OH:11])[CH:2]=1.Cl.[C:13]([NH:20][C:21](N1C=CC=N1)=[N:22][C:23]([O:25][C:26]([CH3:29])([CH3:28])[CH3:27])=[O:24])([O:15][C:16]([CH3:19])([CH3:18])[CH3:17])=[O:14], predict the reaction product. The product is: [OH:10][CH:7]([C:6]1[CH:5]=[CH:4][C:3]([OH:11])=[CH:2][CH:1]=1)[CH2:8][NH:9][C:21]([NH:20][C:13]([O:15][C:16]([CH3:19])([CH3:18])[CH3:17])=[O:14])=[N:22][C:23]([O:25][C:26]([CH3:29])([CH3:28])[CH3:27])=[O:24]. (3) Given the reactants [C:1]([C:4]1[CH:5]=[C:6]2[C:11](=[O:12])[N:10]([CH2:13][CH2:14][NH:15][C:16]([O:18][CH2:19][CH2:20][CH2:21][CH2:22][CH2:23][CH2:24][OH:25])=[O:17])[C:8](=[O:9])[C:7]2=[CH:26][CH:27]=1)([OH:3])=[O:2].[CH3:28][O:29][C:30]1[C:31]([O:50][CH3:51])=[C:32]([CH:47]=[CH:48][CH:49]=1)[C:33](Cl)([C:40]1[CH:45]=[CH:44][CH:43]=[CH:42][CH:41]=1)[C:34]1[CH:39]=[CH:38][CH:37]=[CH:36][CH:35]=1.C(O)C, predict the reaction product. The product is: [C:1]([C:4]1[CH:5]=[C:6]2[C:11](=[O:12])[N:10]([CH2:13][CH2:14][NH:15][C:16]([O:18][CH2:19][CH2:20][CH2:21][CH2:22][CH2:23][CH2:24][O:25][C:33]([C:40]3[CH:45]=[CH:44][CH:43]=[CH:42][CH:41]=3)([C:34]3[CH:35]=[CH:36][CH:37]=[CH:38][CH:39]=3)[C:32]3[CH:47]=[CH:48][CH:49]=[C:30]([O:29][CH3:28])[C:31]=3[O:50][CH3:51])=[O:17])[C:8](=[O:9])[C:7]2=[CH:26][CH:27]=1)([OH:3])=[O:2]. (4) Given the reactants [C:1]([O:5][C:6](=[O:28])[NH:7][C:8]1[CH:13]=[CH:12][CH:11]=[CH:10][C:9]=1[NH:14][C:15]([C:17]1[O:18][C:19]2[CH:25]=[CH:24][C:23]([CH:26]=[CH2:27])=[CH:22][C:20]=2[CH:21]=1)=[O:16])([CH3:4])([CH3:3])[CH3:2].B1C2CCCC1CCC2.[OH-:38].[Na+], predict the reaction product. The product is: [C:1]([O:5][C:6](=[O:28])[NH:7][C:8]1[CH:13]=[CH:12][CH:11]=[CH:10][C:9]=1[NH:14][C:15]([C:17]1[O:18][C:19]2[CH:25]=[CH:24][C:23]([CH2:26][CH2:27][OH:38])=[CH:22][C:20]=2[CH:21]=1)=[O:16])([CH3:4])([CH3:3])[CH3:2]. (5) The product is: [NH2:28][C:24]1[CH:23]=[C:22]([C:20]2[N:21]=[C:17]([S:16][CH2:15][C:14]([NH:13][CH2:12][C@@H:8]3[O:9][CH2:10][CH2:11][N:6]([CH2:5][C:4]4[CH:32]=[CH:33][C:34]([Cl:35])=[C:2]([Cl:1])[CH:3]=4)[CH2:7]3)=[O:31])[S:18][CH:19]=2)[CH:27]=[CH:26][CH:25]=1. Given the reactants [Cl:1][C:2]1[CH:3]=[C:4]([CH:32]=[CH:33][C:34]=1[Cl:35])[CH2:5][N:6]1[CH2:11][CH2:10][O:9][C@@H:8]([CH2:12][NH:13][C:14](=[O:31])[CH2:15][S:16][C:17]2[S:18][CH:19]=[C:20]([C:22]3[CH:27]=[CH:26][CH:25]=[C:24]([N+:28]([O-])=O)[CH:23]=3)[N:21]=2)[CH2:7]1.[Cl-].[NH4+], predict the reaction product. (6) Given the reactants [O:1]=[C:2]1[NH:11][C:10]2[C:5](=[CH:6][C:7]([C:12]([O:14]C)=[O:13])=[CH:8][CH:9]=2)[N:4]2[CH:16]=[CH:17][CH:18]=[C:3]12.[Li+].[OH-], predict the reaction product. The product is: [O:1]=[C:2]1[NH:11][C:10]2[C:5](=[CH:6][C:7]([C:12]([OH:14])=[O:13])=[CH:8][CH:9]=2)[N:4]2[CH:16]=[CH:17][CH:18]=[C:3]12. (7) Given the reactants [NH:1]1[C:11]2[C:6](=[CH:7][CH:8]=[CH:9][CH:10]=2)[C:4](=O)[C:2]1=[O:3].[S:12]1[C:16]([C:17]([NH:19][NH2:20])=[O:18])=[CH:15][C:14]2[CH:21]=[CH:22][CH:23]=[CH:24][C:13]1=2, predict the reaction product. The product is: [CH2:2]([N:1]1[C:11]2[C:6](=[CH:7][CH:8]=[CH:9][CH:10]=2)/[C:4](=[N:20]/[NH:19][C:17]([C:16]2[S:12][C:13]3[CH:24]=[CH:23][CH:22]=[CH:21][C:14]=3[CH:15]=2)=[O:18])/[C:2]1=[O:3])[CH2:4][CH2:6][CH2:7][CH2:8][CH3:9]. (8) Given the reactants [C:1]([O:5][C:6](=[O:21])[N:7]([CH2:11][C:12]1[CH:17]=[CH:16][CH:15]=[CH:14][C:13]=1[N:18]=[N+:19]=[N-:20])[CH2:8][C:9]#[CH:10])([CH3:4])([CH3:3])[CH3:2], predict the reaction product. The product is: [C:1]([O:5][C:6]([N:7]1[CH2:8][C:9]2[N:18]([N:19]=[N:20][CH:10]=2)[C:13]2[CH:14]=[CH:15][CH:16]=[CH:17][C:12]=2[CH2:11]1)=[O:21])([CH3:4])([CH3:2])[CH3:3].